From a dataset of Reaction yield outcomes from USPTO patents with 853,638 reactions. Predict the reaction yield, written as a fraction of the theoretical maximum amount of product (1.0 means a 100% yield; for example, 0.34 means a 34% yield). (1) The reactants are [NH2:1][C:2]1[CH:3]=[N:4][N:5]([CH3:25])[C:6]=1[N:7]1[CH2:12][C@H:11]([C:13]([F:16])([F:15])[F:14])[CH2:10][C@H:9]([NH:17][C:18](=[O:24])[O:19][C:20]([CH3:23])([CH3:22])[CH3:21])[CH2:8]1.[C:26]([O:30][C:31]([NH:33][C:34]1[O:42][C:41]2[C:36](=[N:37][CH:38]=[C:39]([CH:43]3[CH2:48][CH2:47][O:46][CH2:45][CH2:44]3)[CH:40]=2)[C:35]=1[C:49](O)=[O:50])=[O:32])([CH3:29])([CH3:28])[CH3:27].CN(C(ON1N=NC2C=CC=NC1=2)=[N+](C)C)C.F[P-](F)(F)(F)(F)F.CCN(C(C)C)C(C)C. The catalyst is ClCCCl. The product is [C:26]([O:30][C:31]([NH:33][C:34]1[O:42][C:41]2[C:36](=[N:37][CH:38]=[C:39]([CH:43]3[CH2:44][CH2:45][O:46][CH2:47][CH2:48]3)[CH:40]=2)[C:35]=1[C:49]([NH:1][C:2]1[CH:3]=[N:4][N:5]([CH3:25])[C:6]=1[N:7]1[CH2:12][C@H:11]([C:13]([F:15])([F:14])[F:16])[CH2:10][C@H:9]([NH:17][C:18](=[O:24])[O:19][C:20]([CH3:21])([CH3:22])[CH3:23])[CH2:8]1)=[O:50])=[O:32])([CH3:29])([CH3:27])[CH3:28]. The yield is 0.730. (2) The reactants are FC(F)(F)S(O[C:7]1[CH:12]=[CH:11][C:10]([C:13]2[N:17]([C:18]3[CH:23]=[CH:22][C:21]([S:24]([CH3:27])(=[O:26])=[O:25])=[C:20]([F:28])[CH:19]=3)[N:16]=[C:15]([C:29]([F:32])([F:31])[F:30])[CH:14]=2)=[CH:9][C:8]=1[CH2:33][CH3:34])(=O)=O.C([Sn](CCCC)(CCCC)[C:42]1[N:43]=[CH:44][S:45][CH:46]=1)CCC.[Cl-].[Li+]. The catalyst is O1CCOCC1.C(OCC)(=O)C.C1C=CC([P]([Pd]([P](C2C=CC=CC=2)(C2C=CC=CC=2)C2C=CC=CC=2)([P](C2C=CC=CC=2)(C2C=CC=CC=2)C2C=CC=CC=2)[P](C2C=CC=CC=2)(C2C=CC=CC=2)C2C=CC=CC=2)(C2C=CC=CC=2)C2C=CC=CC=2)=CC=1. The product is [CH2:33]([C:8]1[CH:9]=[C:10]([C:13]2[N:17]([C:18]3[CH:23]=[CH:22][C:21]([S:24]([CH3:27])(=[O:26])=[O:25])=[C:20]([F:28])[CH:19]=3)[N:16]=[C:15]([C:29]([F:32])([F:31])[F:30])[CH:14]=2)[CH:11]=[CH:12][C:7]=1[C:42]1[N:43]=[CH:44][S:45][CH:46]=1)[CH3:34]. The yield is 0.150. (3) The reactants are C(O[C:10]1[CH:15]=[CH:14][C:13]([O:16][C:17]2[N:18]=[N:19][C:20]([Cl:32])=[CH:21][C:22]=2[O:23]C(=O)C2C=CC=CC=2)=[C:12](C)[CH:11]=1)(=O)C1C=CC=CC=1.ClCCl.[CH2:37]([N:39](CC)CC)[CH3:38].C(Cl)(=[O:46])C. The catalyst is [Cl-].[Na+].O. The product is [Cl:32][C:20]1[N:19]=[N:18][C:17]([O:16][C:13]2[CH:14]=[CH:15][CH:10]=[CH:11][C:12]=2[NH:39][C:37](=[O:46])[CH3:38])=[C:22]([OH:23])[CH:21]=1. The yield is 0.171. (4) The reactants are [CH3:1][CH:2]([N:4]1[C:12](/[CH:13]=[CH:14]/[C@H:15]([OH:24])[CH2:16][C@H:17]([OH:23])[CH2:18][C:19]([O:21]C)=[O:20])=[C:11]([C:25]2[CH:30]=[CH:29][C:28]([F:31])=[CH:27][CH:26]=2)[C:10]2[C:5]1=[CH:6][CH:7]=[CH:8][CH:9]=2)[CH3:3].[OH-].[Na+:33]. The catalyst is C(#N)C. The product is [CH3:3][CH:2]([N:4]1[C:12](/[CH:13]=[CH:14]/[CH:15]([OH:24])[CH2:16][CH:17]([OH:23])[CH2:18][C:19]([O-:21])=[O:20])=[C:11]([C:25]2[CH:26]=[CH:27][C:28]([F:31])=[CH:29][CH:30]=2)[C:10]2[CH:9]=[CH:8][CH:7]=[CH:6][C:5]1=2)[CH3:1].[Na+:33]. The yield is 0.349. (5) The product is [Br:1][C:2]1[C:3]([F:12])=[C:4]2[C:10]([NH:11][C:16](=[O:17])[CH2:15][CH:14]([CH3:19])[CH3:13])=[CH:9][NH:8][C:5]2=[N:6][CH:7]=1. The catalyst is C(Cl)Cl. The yield is 0.670. The reactants are [Br:1][C:2]1[C:3]([F:12])=[C:4]2[C:10]([NH2:11])=[CH:9][NH:8][C:5]2=[N:6][CH:7]=1.[CH3:13][CH:14]([CH3:19])[CH2:15][C:16](O)=[O:17].C(N(CC)CC)C.